This data is from Full USPTO retrosynthesis dataset with 1.9M reactions from patents (1976-2016). The task is: Predict the reactants needed to synthesize the given product. (1) Given the product [Cl:1][C:2]1[C:3]([N:13]2[CH2:18][CH2:17][N:16]([C:31]([NH:30][C:22]3[C:23]([CH:27]([CH3:28])[CH3:29])=[CH:24][CH:25]=[CH:26][C:21]=3[CH2:19][CH3:20])=[O:32])[CH2:15][CH2:14]2)=[N:4][CH:5]=[C:6]([CH:12]=1)[C:7]([O:9][CH2:10][CH3:11])=[O:8], predict the reactants needed to synthesize it. The reactants are: [Cl:1][C:2]1[C:3]([N:13]2[CH2:18][CH2:17][NH:16][CH2:15][CH2:14]2)=[N:4][CH:5]=[C:6]([CH:12]=1)[C:7]([O:9][CH2:10][CH3:11])=[O:8].[CH2:19]([C:21]1[CH:26]=[CH:25][CH:24]=[C:23]([CH:27]([CH3:29])[CH3:28])[C:22]=1[N:30]=[C:31]=[O:32])[CH3:20]. (2) Given the product [CH:1]1[C:10]2[C:5](=[CH:6][CH:7]=[CH:8][CH:9]=2)[CH:4]=[CH:3][C:2]=1[C:11]([C:13]1[CH:17]=[CH:16][NH:15][CH:14]=1)=[O:12], predict the reactants needed to synthesize it. The reactants are: [CH:1]1[C:10]2[C:5](=[CH:6][CH:7]=[CH:8][CH:9]=2)[CH:4]=[CH:3][C:2]=1[C:11]([C:13]1[CH:17]=[CH:16][N:15](S(C2C=CC(C)=CC=2)(=O)=O)[CH:14]=1)=[O:12].O1CCOCC1.[OH-].[Na+].CCOCC.